Dataset: Full USPTO retrosynthesis dataset with 1.9M reactions from patents (1976-2016). Task: Predict the reactants needed to synthesize the given product. (1) Given the product [F:19][C:20]1[C:25]([F:26])=[CH:24][CH:23]=[CH:22][C:21]=1[C:27]1[N:35]=[C:30]2[CH:31]=[N:32][N:33]([CH2:11][C:10]3[CH:17]=[CH:18][C:7]([N:1]4[CH2:6][CH2:5][CH2:4][CH2:3][CH2:2]4)=[CH:8][CH:9]=3)[CH:34]=[C:29]2[N:28]=1, predict the reactants needed to synthesize it. The reactants are: [N:1]1([C:7]2[CH:18]=[CH:17][C:10]([CH2:11]OS(C)(=O)=O)=[CH:9][CH:8]=2)[CH2:6][CH2:5][CH2:4][CH2:3][CH2:2]1.[F:19][C:20]1[C:25]([F:26])=[CH:24][CH:23]=[CH:22][C:21]=1[C:27]1[N:35]=[C:30]2[CH:31]=[N:32][NH:33][CH:34]=[C:29]2[N:28]=1. (2) Given the product [Br:1][C:2]1[CH:7]=[CH:6][C:5]([S:8]([C:11]([CH3:13])([CH3:12])[CH2:23][C:24]([O:26][C:27]([CH3:30])([CH3:29])[CH3:28])=[O:25])(=[O:10])=[O:9])=[CH:4][CH:3]=1, predict the reactants needed to synthesize it. The reactants are: [Br:1][C:2]1[CH:7]=[CH:6][C:5]([S:8]([CH:11]([CH3:13])[CH3:12])(=[O:10])=[O:9])=[CH:4][CH:3]=1.[Li+].CC([N-]C(C)C)C.Br[CH2:23][C:24]([O:26][C:27]([CH3:30])([CH3:29])[CH3:28])=[O:25]. (3) Given the product [Br:1][C:2]1[CH:3]=[C:4]2[C:9](=[CH:10][CH:11]=1)[C:8]([NH:27][CH2:26][C:23]1[CH:24]=[N:25][C:20]([C:18]3[CH:17]=[CH:16][N:15]=[C:14]([CH3:13])[CH:19]=3)=[CH:21][CH:22]=1)=[N:7][CH:6]=[CH:5]2, predict the reactants needed to synthesize it. The reactants are: [Br:1][C:2]1[CH:3]=[C:4]2[C:9](=[CH:10][CH:11]=1)[C:8](Cl)=[N:7][CH:6]=[CH:5]2.[CH3:13][C:14]1[CH:19]=[C:18]([C:20]2[N:25]=[CH:24][C:23]([CH2:26][NH2:27])=[CH:22][CH:21]=2)[CH:17]=[CH:16][N:15]=1. (4) Given the product [C:19]([O:23][C:24](=[O:33])[NH:25][C@H:26]1[CH2:27][CH2:28][C@@H:29]([NH:32][C:7]([C:6]2[C:5]([NH:11][C:12]3[CH:17]=[CH:16][CH:15]=[C:14]([I:18])[CH:13]=3)=[N:4][CH:3]=[C:2]([F:1])[CH:10]=2)=[O:9])[CH2:30][CH2:31]1)([CH3:22])([CH3:20])[CH3:21], predict the reactants needed to synthesize it. The reactants are: [F:1][C:2]1[CH:3]=[N:4][C:5]([NH:11][C:12]2[CH:17]=[CH:16][CH:15]=[C:14]([I:18])[CH:13]=2)=[C:6]([CH:10]=1)[C:7]([OH:9])=O.[C:19]([O:23][C:24](=[O:33])[NH:25][C@H:26]1[CH2:31][CH2:30][C@@H:29]([NH2:32])[CH2:28][CH2:27]1)([CH3:22])([CH3:21])[CH3:20].C(N(CC)CC)C.C(OCC)C.O. (5) Given the product [N:10]1[C:11]2[C:6](=[CH:5][CH:4]=[CH:3][C:2]=2[N:1]2[CH2:18][CH2:17][NH:16][CH2:15][CH2:14]2)[CH:7]=[CH:8][CH:9]=1, predict the reactants needed to synthesize it. The reactants are: [NH2:1][C:2]1[CH:3]=[CH:4][CH:5]=[C:6]2[C:11]=1[N:10]=[CH:9][CH:8]=[CH:7]2.Cl.Cl[CH2:14][CH2:15][NH:16][CH2:17][CH2:18]Cl.C(O)CCCCC.[OH-].[Na+].